This data is from B-cell epitopes from PDB crystal structures with 447 antigens. The task is: Token-level Classification. Given an antigen amino acid sequence, predict which amino acid positions are active epitope sites capable of antibody binding. Output is a list of indices for active positions. (1) Given the antigen sequence: SALHWRAAGAATVLLVIVLLAGSYLAVLAERGAPGAQLITYPRALWWSVETATCVGYGDLYPVTLWGRLVAVVVMVAGITSFGLVTAALATWFVGREQERRGH, which amino acid positions are active epitope sites? The epitope positions are: [23, 27, 30, 31, 32, 33, 34, 35, 36, 38, 39, 40, 42]. The amino acids at these positions are: YLRGAPGAQITYR. (2) Given the antigen sequence: APDCSQPLDVILLLDGSSSFPASYFDEKSFAKAFISKANIGPRLTQVSVLQYGSITTIDVPWNVVPEKAHLLSLVDVQREGGPSQIGDALGFAVRYLTSEHGARPGASKAVVILVTDVSVDSVDAAADAARSNRVTVFPIGIGDRYDAAQLRILAGPAGDSNVVKLQRIEDLPTVTLGNSFLHKLCS, which amino acid positions are active epitope sites? The epitope positions are: [40, 41, 42, 44, 45, 59, 60, 61, 62, 63, 64, 65, 66, 67, 68, 69, 71, 72, 73, 74... (27 total positions)]. The amino acids at these positions are: GPRTQVPWNVVPEKAHLSLVDVEHGAR. (3) Given the antigen sequence: PLHLGKCNIAGWILGNPECESLSTASSWSYIVETSSSDNGTCYPGDFIDYEELREQLSSVSSFERFEIFPKTSSWPNHDSNKGVTAACPHAGAKSFYKNLIWLVKKGNSYPKLSKSYINDKGKEVLVLWGIHHPSTSADQQSLYQNADAYVFVGSSRYSKKFKPEIAIRPKVRDQEGRMNYYWTLVEPGDKITFEATGNLVVPRYAFAMERNAGSGIIISDT, which amino acid positions are active epitope sites? The epitope positions are: [21, 22, 23, 24, 25, 62, 63, 64, 65, 66, 67, 69, 70, 71, 72, 73, 97, 98, 113, 114... (35 total positions)]. The amino acids at these positions are: LSTASFERFEIPKTSSKNSKSYINKGKEVR.... (4) Given the antigen sequence: LNLDPVQLTFYAGPNGSQFGFSLDFHKDSHGRVAIVVGAPRTLGPSQEETGGVFLCPWRAEGGQCPSLLFDLRDETRNVGSQTLQTFKARQGLGASVVSWSDVIVACAPWQHWNVLEKTEEAEKTPVGSCFLAQPESGRRAEYSPCRGNTLSRIYVENDFSWDKRYCEAGFSSVVTQAGELVLGAPGGYYFLGLLAQAPVADIFSSYRPGILLWHVSSQSLSFDSSNPEYFDGYWGYSVAVGEFDGDLNTTEYVVGAPTWSWTLGAVEILDSYYQRLHRLRGEQMASYFGHSVAVTDVNGDGRHDLLVGAPLYMESRADRKLAEVGRVYLFLQPRGPHALGAPSLLLTGTQLYGRFGSAIAPLGDLDRDGYNDIAVAAPYGGPSGRGQVLVFLGQSEGLRSRPSQVLDSPFPTGSAFGFSLRGAVDIDDNGYPDLIVGAYGANQVAVYRAQPV, which amino acid positions are active epitope sites? The epitope positions are: [76, 77, 78, 79, 80, 81, 82, 83, 84, 116, 117, 147, 148, 149, 152, 153, 154, 156, 157, 158... (34 total positions)]. The amino acids at these positions are: RNVGSQTLQEKGNTRIYENDSSYRPGILLW.... (5) Given the antigen sequence: SSPSEGLCPPGHHISEDGRDCISCKYGQDYSTHWNDLLFCLRCTRCDSGEVELSPCTTTRNTVCQCEEGTFREEDSPEMCRKCRTGCPRGMVKVGDCTPWSDIECVHK, which amino acid positions are active epitope sites? The epitope positions are: [13, 14, 15, 16, 17, 32, 35, 36, 37, 38, 40, 41, 43]. The amino acids at these positions are: ISEDGHDLLFLRT. (6) The epitope positions are: [18, 19, 20, 21, 57, 58, 59, 69, 70, 71, 72, 73, 74, 75, 76]. The amino acids at these positions are: YQMFDGNDSDVSQEV. Given the antigen sequence: ESCNGLYYQGSCYILHSDYQMFSDAAANCTAESSTLPNKSDVMITWLIDYVEDTWGSDGNPITKTTSDQDSDVSQEVRKYFCVKTMN, which amino acid positions are active epitope sites? (7) Given the antigen sequence: MCSGKFSIDKEMAETQHGTTVVKVKYEGAGAPCKVPIEIRDVNKEKVVGRIISSTPFAEYTNSVTNIELEPPFGDSYIVIGVGDSALTLHWFRKHH, which amino acid positions are active epitope sites? The epitope positions are: [0, 12, 13, 14, 15, 16, 17, 18, 19, 20, 21, 22, 28, 49, 51, 52, 67, 69, 82, 95]. The amino acids at these positions are: MAETQHGTTVVKARISEEGH.